This data is from Full USPTO retrosynthesis dataset with 1.9M reactions from patents (1976-2016). The task is: Predict the reactants needed to synthesize the given product. (1) Given the product [CH2:1]([O:3][PH:4](=[O:8])[O:5][CH2:6][C:7]1[CH:18]=[CH:19][CH:14]=[CH:15][CH:16]=1)[C:2]1[CH:18]=[CH:19][CH:14]=[CH:15][CH:16]=1, predict the reactants needed to synthesize it. The reactants are: [CH2:1]([O:3][PH:4](=[O:8])[O:5][CH2:6][CH3:7])[CH3:2].Cl.CN(C)O.[CH2:14]1[CH2:19][CH2:18]C(N=C=N[CH:14]2[CH2:19][CH2:18]C[CH2:16][CH2:15]2)[CH2:16][CH2:15]1. (2) The reactants are: FC(F)(F)C(O)=O.[CH3:8][N:9]([CH2:11][C:12]1[CH:17]=[CH:16][N:15]=[CH:14][C:13]=1[NH:18]C(=O)OC(C)(C)C)[CH3:10]. Given the product [CH3:10][N:9]([CH2:11][C:12]1[CH:17]=[CH:16][N:15]=[CH:14][C:13]=1[NH2:18])[CH3:8], predict the reactants needed to synthesize it. (3) Given the product [ClH:1].[Br:15][C:14]1[C:9]([N:5]2[CH2:6][CH2:7][CH2:8][C@@H:3]([NH:2][CH2:26][CH2:27][F:28])[CH2:4]2)=[C:10]2[C:18]([NH:19][C:20]([CH:22]3[CH2:23][CH2:24]3)=[O:21])=[CH:17][NH:16][C:11]2=[N:12][CH:13]=1, predict the reactants needed to synthesize it. The reactants are: [ClH:1].[NH2:2][C@@H:3]1[CH2:8][CH2:7][CH2:6][N:5]([C:9]2[C:14]([Br:15])=[CH:13][N:12]=[C:11]3[NH:16][CH:17]=[C:18]([NH:19][C:20]([CH:22]4[CH2:24][CH2:23]4)=[O:21])[C:10]=23)[CH2:4]1.Br[CH2:26][CH2:27][F:28].CCN(C(C)C)C(C)C.O. (4) Given the product [NH2:7][CH2:8]/[CH:9]=[CH:10]/[C:11]1[CH:12]=[N:13][C:14]([C:17]2[CH:18]=[C:19]([CH:20]=[CH:21][CH:22]=2)[CH2:23][N:24]2[C:29](=[O:30])[CH:28]=[CH:27][C:26]([C:31]3[CH:36]=[C:35]([F:37])[C:34]([F:38])=[C:33]([F:39])[CH:32]=3)=[N:25]2)=[N:15][CH:16]=1, predict the reactants needed to synthesize it. The reactants are: C(OC(=O)[NH:7][CH2:8]/[CH:9]=[CH:10]\[C:11]1[CH:12]=[N:13][C:14]([C:17]2[CH:22]=[CH:21][CH:20]=[C:19]([CH2:23][N:24]3[C:29](=[O:30])[CH:28]=[CH:27][C:26]([C:31]4[CH:36]=[C:35]([F:37])[C:34]([F:38])=[C:33]([F:39])[CH:32]=4)=[N:25]3)[CH:18]=2)=[N:15][CH:16]=1)(C)(C)C.FC(F)(F)C(O)=O. (5) Given the product [F:1][C:2]1[CH:43]=[CH:42][C:41]([F:44])=[CH:40][C:3]=1[CH2:4][N:5]1[CH:9]=[C:8]([C:10]2[C:18]3[C:13](=[N:14][CH:15]=[C:16]([C:19]4[CH:20]=[C:21]([NH:25][S:26]([CH3:29])(=[O:27])=[O:28])[CH:22]=[CH:23][CH:24]=4)[CH:17]=3)[NH:12][CH:11]=2)[CH:7]=[N:6]1, predict the reactants needed to synthesize it. The reactants are: [F:1][C:2]1[CH:43]=[CH:42][C:41]([F:44])=[CH:40][C:3]=1[CH2:4][N:5]1[CH:9]=[C:8]([C:10]2[C:18]3[C:13](=[N:14][CH:15]=[C:16]([C:19]4[CH:20]=[C:21]([NH:25][S:26]([CH3:29])(=[O:28])=[O:27])[CH:22]=[CH:23][CH:24]=4)[CH:17]=3)[N:12](S(C3C=CC(C)=CC=3)(=O)=O)[CH:11]=2)[CH:7]=[N:6]1.[OH-].[Li+]. (6) Given the product [CH:15]([N:10]1[C:11](=[O:12])[C:13]2=[CH:14][C:4]([N+:1]([O-:3])=[O:2])=[CH:5][CH:6]=[C:7]2[C:8]1=[O:9])([CH3:17])[CH3:16], predict the reactants needed to synthesize it. The reactants are: [N+:1]([C:4]1[CH:14]=[CH:13][C:7]2[C:8]([NH:10][C:11](=[O:12])[C:5]=1[CH:6]=2)=[O:9])([O-:3])=[O:2].[CH:15](Br)([CH3:17])[CH3:16].C(=O)([O-])[O-].[K+].[K+].O.